This data is from Forward reaction prediction with 1.9M reactions from USPTO patents (1976-2016). The task is: Predict the product of the given reaction. (1) Given the reactants [C:1]([NH:4][C:5]1[N:10]=[C:9]([C:11](N(OC)C)=[O:12])[C:8]([Br:17])=[CH:7][CH:6]=1)(=[O:3])[CH3:2].[H-].C([Al+]CC(C)C)C(C)C, predict the reaction product. The product is: [Br:17][C:8]1[CH:7]=[CH:6][C:5]([NH:4][C:1](=[O:3])[CH3:2])=[N:10][C:9]=1[CH:11]=[O:12]. (2) Given the reactants Cl[C:2]1[N:11]=[C:10]([CH:12]([C:18]([O:20][CH2:21][CH3:22])=[O:19])[C:13]([O:15][CH2:16][CH3:17])=[O:14])[C:9]2[C:4](=[CH:5][C:6]([O:25][CH3:26])=[C:7]([O:23][CH3:24])[CH:8]=2)[N:3]=1.NC(N)=[S:29], predict the reaction product. The product is: [CH2:16]([O:15][C:13]([CH:12]([C:18]([O:20][CH2:21][CH3:22])=[O:19])[C:10]1[C:9]2[C:4](=[CH:5][C:6]([O:25][CH3:26])=[C:7]([O:23][CH3:24])[CH:8]=2)[N:3]=[C:2]([SH:29])[N:11]=1)=[O:14])[CH3:17]. (3) Given the reactants CS[C:3]1[S:4][C:5](=[CH:9][C:10]2[CH:11]=[C:12]3[C:17](=[CH:18][CH:19]=2)[N:16]=[CH:15][N:14]=[CH:13]3)[C:6](=[O:8])[N:7]=1.[F:20][C:21]1[CH:27]=[CH:26][C:24]([NH2:25])=[C:23]([O:28][CH3:29])[CH:22]=1.CCN(C(C)C)C(C)C, predict the reaction product. The product is: [F:20][C:21]1[CH:27]=[CH:26][C:24]([NH:25][C:3]2[S:4]/[C:5](=[CH:9]\[C:10]3[CH:11]=[C:12]4[C:17](=[CH:18][CH:19]=3)[N:16]=[CH:15][N:14]=[CH:13]4)/[C:6](=[O:8])[N:7]=2)=[C:23]([O:28][CH3:29])[CH:22]=1. (4) Given the reactants [Cl:1][C:2]1[N:7]=[C:6]2[N:8]([CH3:16])[N:9]=[C:10]([CH:11]([CH2:14][CH3:15])[CH2:12][CH3:13])[C:5]2=[CH:4][CH:3]=1.[Br:17]Br.C(=O)([O-])[O-].[Na+].[Na+].S([O-])([O-])=O.[Na+].[Na+], predict the reaction product. The product is: [Br:17][C:3]1[CH:4]=[C:5]2[C:10]([CH:11]([CH2:14][CH3:15])[CH2:12][CH3:13])=[N:9][N:8]([CH3:16])[C:6]2=[N:7][C:2]=1[Cl:1]. (5) Given the reactants [C:1]1([CH:7]([C:37]2[CH:42]=[CH:41][CH:40]=[CH:39][CH:38]=2)[C:8]2[CH:9]=[CH:10][C:11](=[O:36])[N:12]([CH2:14][CH2:15][NH:16][C:17]([C:19]3[CH:27]=[CH:26][CH:25]=[C:24]4[C:20]=3[CH2:21][CH2:22][N:23]4[CH2:28][C:29]([O:31]C(C)(C)C)=[O:30])=[O:18])[CH:13]=2)[CH:6]=[CH:5][CH:4]=[CH:3][CH:2]=1, predict the reaction product. The product is: [C:37]1([CH:7]([C:1]2[CH:6]=[CH:5][CH:4]=[CH:3][CH:2]=2)[C:8]2[CH:9]=[CH:10][C:11](=[O:36])[N:12]([CH2:14][CH2:15][NH:16][C:17]([C:19]3[CH:27]=[CH:26][CH:25]=[C:24]4[C:20]=3[CH2:21][CH2:22][N:23]4[CH2:28][C:29]([OH:31])=[O:30])=[O:18])[CH:13]=2)[CH:42]=[CH:41][CH:40]=[CH:39][CH:38]=1. (6) Given the reactants [NH2:1][C:2]1[CH:7]=[CH:6][C:5]([N:8]2[CH2:14][CH2:13][CH2:12][N:11](C(OC(C)(C)C)=O)[CH2:10][CH2:9]2)=[CH:4][C:3]=1[NH:22][S:23]([CH3:26])(=[O:25])=[O:24].[C:27]1([S:37]([Cl:40])(=[O:39])=[O:38])[C:36]2[C:31](=[CH:32][CH:33]=[CH:34][CH:35]=2)[CH:30]=[CH:29][CH:28]=1, predict the reaction product. The product is: [ClH:40].[N:8]1([C:5]2[CH:6]=[CH:7][C:2]([NH:1][S:37]([C:27]3[C:36]4[C:31](=[CH:32][CH:33]=[CH:34][CH:35]=4)[CH:30]=[CH:29][CH:28]=3)(=[O:39])=[O:38])=[C:3]([NH:22][S:23]([CH3:26])(=[O:24])=[O:25])[CH:4]=2)[CH2:14][CH2:13][CH2:12][NH:11][CH2:10][CH2:9]1. (7) Given the reactants ClC(OC1C=CC([N+]([O-])=O)=CC=1)=[O:3].[CH3:14][C:15]1[N:19]([C:20]2[CH:25]=[CH:24][CH:23]=[C:22]([C:26]([F:29])([F:28])[F:27])[CH:21]=2)[C:18](=[O:30])[NH:17][C:16]=1[C:31]1[N:35]([C:36]2[CH:43]=[CH:42][C:39]([C:40]#[N:41])=[CH:38][CH:37]=2)[N:34]=[CH:33][CH:32]=1.[CH2:44]([N:46]([CH2:49]C)CC)[CH3:45].C(N)C, predict the reaction product. The product is: [C:40]([C:39]1[CH:38]=[CH:37][C:36]([N:35]2[C:31]([C:16]3[N:17]([C:49]([NH:46][CH2:44][CH3:45])=[O:3])[C:18](=[O:30])[N:19]([C:20]4[CH:25]=[CH:24][CH:23]=[C:22]([C:26]([F:29])([F:28])[F:27])[CH:21]=4)[C:15]=3[CH3:14])=[CH:32][CH:33]=[N:34]2)=[CH:43][CH:42]=1)#[N:41].